From a dataset of NCI-60 drug combinations with 297,098 pairs across 59 cell lines. Regression. Given two drug SMILES strings and cell line genomic features, predict the synergy score measuring deviation from expected non-interaction effect. (1) Drug 1: CC1OCC2C(O1)C(C(C(O2)OC3C4COC(=O)C4C(C5=CC6=C(C=C35)OCO6)C7=CC(=C(C(=C7)OC)O)OC)O)O. Drug 2: CC1C(C(CC(O1)OC2CC(OC(C2O)C)OC3=CC4=CC5=C(C(=O)C(C(C5)C(C(=O)C(C(C)O)O)OC)OC6CC(C(C(O6)C)O)OC7CC(C(C(O7)C)O)OC8CC(C(C(O8)C)O)(C)O)C(=C4C(=C3C)O)O)O)O. Cell line: K-562. Synergy scores: CSS=42.8, Synergy_ZIP=3.84, Synergy_Bliss=6.55, Synergy_Loewe=5.34, Synergy_HSA=6.54. (2) Drug 1: C1C(C(OC1N2C=NC3=C(N=C(N=C32)Cl)N)CO)O. Drug 2: C(CCl)NC(=O)N(CCCl)N=O. Cell line: HCT116. Synergy scores: CSS=67.3, Synergy_ZIP=5.67, Synergy_Bliss=5.48, Synergy_Loewe=-15.5, Synergy_HSA=8.85. (3) Drug 1: CNC(=O)C1=NC=CC(=C1)OC2=CC=C(C=C2)NC(=O)NC3=CC(=C(C=C3)Cl)C(F)(F)F. Drug 2: C1=NNC2=C1C(=O)NC=N2. Cell line: NCIH23. Synergy scores: CSS=4.33, Synergy_ZIP=0.594, Synergy_Bliss=6.58, Synergy_Loewe=-0.0397, Synergy_HSA=2.84. (4) Drug 1: C1=NC2=C(N=C(N=C2N1C3C(C(C(O3)CO)O)O)F)N. Drug 2: C1=NC2=C(N=C(N=C2N1C3C(C(C(O3)CO)O)F)Cl)N. Cell line: SN12C. Synergy scores: CSS=22.9, Synergy_ZIP=-6.59, Synergy_Bliss=1.32, Synergy_Loewe=-12.2, Synergy_HSA=1.53. (5) Drug 1: C1=NC2=C(N1)C(=S)N=C(N2)N. Drug 2: CS(=O)(=O)OCCCCOS(=O)(=O)C. Cell line: SNB-75. Synergy scores: CSS=9.44, Synergy_ZIP=-3.43, Synergy_Bliss=-0.576, Synergy_Loewe=-8.79, Synergy_HSA=-0.832. (6) Drug 1: C1CCC(C1)C(CC#N)N2C=C(C=N2)C3=C4C=CNC4=NC=N3. Drug 2: C1=C(C(=O)NC(=O)N1)F. Cell line: HCT-15. Synergy scores: CSS=37.6, Synergy_ZIP=1.16, Synergy_Bliss=-3.47, Synergy_Loewe=-11.1, Synergy_HSA=-4.05. (7) Drug 1: C1=C(C(=O)NC(=O)N1)F. Drug 2: CN1C(=O)N2C=NC(=C2N=N1)C(=O)N. Cell line: SK-MEL-2. Synergy scores: CSS=27.2, Synergy_ZIP=1.54, Synergy_Bliss=0.233, Synergy_Loewe=-12.5, Synergy_HSA=-1.96.